This data is from Reaction yield outcomes from USPTO patents with 853,638 reactions. The task is: Predict the reaction yield, written as a fraction of the theoretical maximum amount of product (1.0 means a 100% yield; for example, 0.34 means a 34% yield). (1) The reactants are [Cl:1][C:2]1[CH:7]=[C:6]([N+:8]([O-])=O)[CH:5]=[C:4]([Cl:11])[C:3]=1[S:12][C:13]1[CH:22]=[CH:21][C:20]2[C:15](=[CH:16][CH:17]=[CH:18][CH:19]=2)[CH:14]=1.O.O.[Sn](Cl)Cl.[OH-].[Na+]. The catalyst is CCOC(C)=O. The product is [Cl:11][C:4]1[CH:5]=[C:6]([NH2:8])[CH:7]=[C:2]([Cl:1])[C:3]=1[S:12][C:13]1[CH:22]=[CH:21][C:20]2[C:15](=[CH:16][CH:17]=[CH:18][CH:19]=2)[CH:14]=1. The yield is 0.840. (2) The reactants are [CH3:1][N:2]([CH3:32])[C:3]([C:5]1[N:26]([CH:27]2[CH2:31][CH2:30][CH2:29][CH2:28]2)[C:8]2[N:9]=[C:10]([NH:13][C:14]3[CH:19]=[CH:18][C:17]([N:20]4[CH2:25][CH2:24][NH:23][CH2:22][CH2:21]4)=[CH:16][N:15]=3)[N:11]=[CH:12][C:7]=2[CH:6]=1)=[O:4].[CH3:33][C@H:34]1[CH2:36][O:35]1. No catalyst specified. The product is [CH3:1][N:2]([CH3:32])[C:3]([C:5]1[N:26]([CH:27]2[CH2:31][CH2:30][CH2:29][CH2:28]2)[C:8]2[N:9]=[C:10]([NH:13][C:14]3[CH:19]=[CH:18][C:17]([N:20]4[CH2:21][CH2:22][N:23]([CH2:33][C@@H:34]([OH:35])[CH3:36])[CH2:24][CH2:25]4)=[CH:16][N:15]=3)[N:11]=[CH:12][C:7]=2[CH:6]=1)=[O:4]. The yield is 0.160. (3) The reactants are C(OC([N:8]1[CH2:13][CH2:12][CH:11]([O:14][C:15]2[C:16]([C:30]([OH:32])=[O:31])=[N:17][N:18]([C:22]3[CH:27]=[CH:26][C:25]([Cl:28])=[C:24]([Cl:29])[CH:23]=3)[C:19](=[O:21])[CH:20]=2)[CH2:10][CH2:9]1)=O)(C)(C)C.Cl.O1CCOCC1.CCOCC. The catalyst is C(Cl)Cl. The product is [ClH:28].[Cl:29][C:24]1[CH:23]=[C:22]([N:18]2[C:19](=[O:21])[CH:20]=[C:15]([O:14][CH:11]3[CH2:10][CH2:9][NH:8][CH2:13][CH2:12]3)[C:16]([C:30]([OH:32])=[O:31])=[N:17]2)[CH:27]=[CH:26][C:25]=1[Cl:28]. The yield is 1.00. (4) The reactants are [CH2:1]([O:19][CH2:20][C:21]([CH2:44][O:45][CH2:46][CH2:47][CH2:48][CH2:49][CH2:50][CH2:51][CH2:52][CH2:53][CH2:54][CH2:55][CH2:56][CH2:57][CH2:58][CH2:59][CH2:60][CH2:61][CH2:62][CH3:63])([CH2:24][O:25][CH2:26][CH2:27][CH2:28][CH2:29][CH2:30][CH2:31][CH2:32][CH2:33][CH2:34][CH2:35][CH2:36][CH2:37][CH2:38][CH2:39][CH2:40][CH2:41][CH2:42][CH3:43])[CH2:22]O)[CH2:2][CH2:3][CH2:4][CH2:5][CH2:6][CH2:7][CH2:8][CH2:9][CH2:10][CH2:11][CH2:12][CH2:13][CH2:14][CH2:15][CH2:16][CH2:17][CH3:18].C1(P(C2C=CC=CC=2)C2C=CC=CC=2)C=CC=CC=1.N1C=CN=C1.[I:88]I. The catalyst is C1(C)C=CC=CC=1. The product is [I:88][CH2:22][C:21]([CH2:44][O:45][CH2:46][CH2:47][CH2:48][CH2:49][CH2:50][CH2:51][CH2:52][CH2:53][CH2:54][CH2:55][CH2:56][CH2:57][CH2:58][CH2:59][CH2:60][CH2:61][CH2:62][CH3:63])([CH2:24][O:25][CH2:26][CH2:27][CH2:28][CH2:29][CH2:30][CH2:31][CH2:32][CH2:33][CH2:34][CH2:35][CH2:36][CH2:37][CH2:38][CH2:39][CH2:40][CH2:41][CH2:42][CH3:43])[CH2:20][O:19][CH2:1][CH2:2][CH2:3][CH2:4][CH2:5][CH2:6][CH2:7][CH2:8][CH2:9][CH2:10][CH2:11][CH2:12][CH2:13][CH2:14][CH2:15][CH2:16][CH2:17][CH3:18]. The yield is 0.980. (5) The reactants are [Br:1][C:2]1[CH:3]=[C:4]2[C:9](=[CH:10][CH:11]=1)[O:8]C(=O)[CH2:6][C:5]2([CH3:14])[CH3:13].[CH2:15]([Mg]Br)C.Cl.C([O:23][CH2:24][CH3:25])(=O)C. The catalyst is O1CCCC1.CCCCCC. The product is [Br:1][C:2]1[CH:11]=[CH:10][C:9]([OH:8])=[C:4]([C:5]([CH3:13])([CH3:14])[CH2:6][C:24]([OH:23])([CH3:25])[CH3:15])[CH:3]=1. The yield is 1.00. (6) The reactants are [Br-].[CH2:2]([N+:9]1[CH:14]=[CH:13][CH:12]=[C:11]([OH:15])[C:10]=1[C:16]1[CH:21]=[CH:20][CH:19]=[CH:18][CH:17]=1)[C:3]1[CH:8]=[CH:7][CH:6]=[CH:5][CH:4]=1.[CH:22]([S:24]([C:27]1[CH:32]=[CH:31][CH:30]=[CH:29][CH:28]=1)(=[O:26])=[O:25])=[CH2:23].C(N(CC)CC)C.C([O-])(O)=O.[Na+]. The catalyst is O1CCOCC1. The product is [CH2:2]([N:9]1[C@@H:14]2[C@H:22]([S:24]([C:27]3[CH:32]=[CH:31][CH:30]=[CH:29][CH:28]=3)(=[O:25])=[O:26])[CH2:23][C@@:10]1([C:16]1[CH:21]=[CH:20][CH:19]=[CH:18][CH:17]=1)[C:11](=[O:15])[CH:12]=[CH:13]2)[C:3]1[CH:4]=[CH:5][CH:6]=[CH:7][CH:8]=1. The yield is 0.780.